This data is from NCI-60 drug combinations with 297,098 pairs across 59 cell lines. The task is: Regression. Given two drug SMILES strings and cell line genomic features, predict the synergy score measuring deviation from expected non-interaction effect. (1) Drug 1: CC1=C(C=C(C=C1)NC2=NC=CC(=N2)N(C)C3=CC4=NN(C(=C4C=C3)C)C)S(=O)(=O)N.Cl. Drug 2: N.N.Cl[Pt+2]Cl. Cell line: OVCAR-8. Synergy scores: CSS=12.2, Synergy_ZIP=5.33, Synergy_Bliss=7.79, Synergy_Loewe=6.42, Synergy_HSA=6.97. (2) Drug 1: C1=CC(=CC=C1CCC2=CNC3=C2C(=O)NC(=N3)N)C(=O)NC(CCC(=O)O)C(=O)O. Drug 2: C1CNP(=O)(OC1)N(CCCl)CCCl. Cell line: UO-31. Synergy scores: CSS=22.5, Synergy_ZIP=1.19, Synergy_Bliss=0.898, Synergy_Loewe=-23.8, Synergy_HSA=-0.128. (3) Drug 1: C1C(C(OC1N2C=NC3=C(N=C(N=C32)Cl)N)CO)O. Drug 2: CC1=C(C(CCC1)(C)C)C=CC(=CC=CC(=CC(=O)O)C)C. Cell line: SK-MEL-28. Synergy scores: CSS=8.14, Synergy_ZIP=-4.02, Synergy_Bliss=-4.12, Synergy_Loewe=-14.1, Synergy_HSA=-3.83. (4) Drug 1: CCN(CC)CCNC(=O)C1=C(NC(=C1C)C=C2C3=C(C=CC(=C3)F)NC2=O)C. Drug 2: C1=NNC2=C1C(=O)NC=N2. Cell line: MOLT-4. Synergy scores: CSS=5.81, Synergy_ZIP=-1.19, Synergy_Bliss=2.06, Synergy_Loewe=0.0000909, Synergy_HSA=1.83. (5) Drug 1: C1CC(C1)(C(=O)O)C(=O)O.[NH2-].[NH2-].[Pt+2]. Drug 2: CS(=O)(=O)OCCCCOS(=O)(=O)C. Cell line: SF-539. Synergy scores: CSS=0.0475, Synergy_ZIP=-3.09, Synergy_Bliss=0.509, Synergy_Loewe=-3.86, Synergy_HSA=-0.327. (6) Drug 1: CCC1=CC2CC(C3=C(CN(C2)C1)C4=CC=CC=C4N3)(C5=C(C=C6C(=C5)C78CCN9C7C(C=CC9)(C(C(C8N6C)(C(=O)OC)O)OC(=O)C)CC)OC)C(=O)OC.C(C(C(=O)O)O)(C(=O)O)O. Drug 2: CC1C(C(CC(O1)OC2CC(CC3=C2C(=C4C(=C3O)C(=O)C5=CC=CC=C5C4=O)O)(C(=O)C)O)N)O. Cell line: HL-60(TB). Synergy scores: CSS=43.7, Synergy_ZIP=2.34, Synergy_Bliss=2.20, Synergy_Loewe=-6.64, Synergy_HSA=3.53.